This data is from NCI-60 drug combinations with 297,098 pairs across 59 cell lines. The task is: Regression. Given two drug SMILES strings and cell line genomic features, predict the synergy score measuring deviation from expected non-interaction effect. (1) Drug 1: CN(CC1=CN=C2C(=N1)C(=NC(=N2)N)N)C3=CC=C(C=C3)C(=O)NC(CCC(=O)O)C(=O)O. Drug 2: COCCOC1=C(C=C2C(=C1)C(=NC=N2)NC3=CC=CC(=C3)C#C)OCCOC. Cell line: OVCAR3. Synergy scores: CSS=59.8, Synergy_ZIP=-2.11, Synergy_Bliss=-3.24, Synergy_Loewe=-1.76, Synergy_HSA=0.664. (2) Drug 1: C1CC(=O)NC(=O)C1N2CC3=C(C2=O)C=CC=C3N. Drug 2: CC(C)NC(=O)C1=CC=C(C=C1)CNNC.Cl. Cell line: BT-549. Synergy scores: CSS=9.87, Synergy_ZIP=-2.35, Synergy_Bliss=4.77, Synergy_Loewe=4.68, Synergy_HSA=4.62. (3) Drug 1: CC1=C(C(=CC=C1)Cl)NC(=O)C2=CN=C(S2)NC3=CC(=NC(=N3)C)N4CCN(CC4)CCO. Drug 2: CN(CCCl)CCCl.Cl. Cell line: UACC-257. Synergy scores: CSS=11.7, Synergy_ZIP=-3.94, Synergy_Bliss=-2.87, Synergy_Loewe=-1.50, Synergy_HSA=-0.271. (4) Drug 1: CN1CCC(CC1)COC2=C(C=C3C(=C2)N=CN=C3NC4=C(C=C(C=C4)Br)F)OC. Drug 2: C(=O)(N)NO. Cell line: HCT-15. Synergy scores: CSS=6.24, Synergy_ZIP=-3.47, Synergy_Bliss=-2.07, Synergy_Loewe=-15.6, Synergy_HSA=-2.14.